Predict the reactants needed to synthesize the given product. From a dataset of Full USPTO retrosynthesis dataset with 1.9M reactions from patents (1976-2016). (1) Given the product [CH2:25]([O:24][C:22](=[O:23])[CH2:21][CH2:27][CH2:28][NH:12][CH:5]([C:4]([O:3][CH2:1][CH3:2])=[O:13])[C:6]1[CH:11]=[CH:10][CH:9]=[CH:8][CH:7]=1)[CH3:26], predict the reactants needed to synthesize it. The reactants are: [CH2:1]([O:3][C:4](=[O:13])[CH:5]([NH2:12])[C:6]1[CH:11]=[CH:10][CH:9]=[CH:8][CH:7]=1)[CH3:2].C(=O)([O-])[O-].[Cs+].[Cs+].Br[CH:21]([CH2:27][CH3:28])[C:22]([O:24][CH2:25][CH3:26])=[O:23].Cl. (2) The reactants are: C([O:3][C:4](=O)[CH:5]([N:7]1[C:12]2[CH:13]=[C:14]([Br:17])[CH:15]=[CH:16][C:11]=2[O:10][CH2:9][C:8]1=S)[CH3:6])C.O.[NH2:21][NH2:22]. Given the product [Br:17][C:14]1[CH:13]=[C:12]2[C:11](=[CH:16][CH:15]=1)[O:10][CH2:9][C:8]1[N:7]2[CH:5]([CH3:6])[C:4](=[O:3])[NH:21][N:22]=1, predict the reactants needed to synthesize it. (3) Given the product [Br:1][C:2]1[CH:3]=[CH:4][C:5]([NH:8][C:9](=[O:21])[C:10]2[CH:15]=[C:14]([S:22][C:23]3[N:24]([CH3:28])[CH:25]=[CH:26][N:27]=3)[C:13]([F:17])=[CH:12][C:11]=2[N+:18]([O-:20])=[O:19])=[N:6][CH:7]=1, predict the reactants needed to synthesize it. The reactants are: [Br:1][C:2]1[CH:3]=[CH:4][C:5]([NH:8][C:9](=[O:21])[C:10]2[CH:15]=[C:14](F)[C:13]([F:17])=[CH:12][C:11]=2[N+:18]([O-:20])=[O:19])=[N:6][CH:7]=1.[SH:22][C:23]1[N:24]([CH3:28])[CH:25]=[CH:26][N:27]=1.C(N(CC)CC)C.